The task is: Predict the reaction yield, written as a fraction of the theoretical maximum amount of product (1.0 means a 100% yield; for example, 0.34 means a 34% yield).. This data is from Reaction yield outcomes from USPTO patents with 853,638 reactions. (1) The reactants are C([NH:5][S:6]([C:9]1[CH:14]=[CH:13][CH:12]=[C:11]([C:15]2[CH:20]=[C:19]([C:21]3[N:26]=[C:25]([C:27]([F:30])([F:29])[F:28])[CH:24]=[C:23]([C:31]4[CH:36]=[CH:35][CH:34]=[C:33]([C:37]([F:40])([F:39])[F:38])[CH:32]=4)[N:22]=3)[CH:18]=[CH:17][N:16]=2)[CH:10]=1)(=[O:8])=[O:7])(C)(C)C.C(O)(C(F)(F)F)=O. The catalyst is ClCCl. The product is [F:30][C:27]([F:28])([F:29])[C:25]1[CH:24]=[C:23]([C:31]2[CH:36]=[CH:35][CH:34]=[C:33]([C:37]([F:40])([F:39])[F:38])[CH:32]=2)[N:22]=[C:21]([C:19]2[CH:18]=[CH:17][N:16]=[C:15]([C:11]3[CH:10]=[C:9]([S:6]([NH2:5])(=[O:8])=[O:7])[CH:14]=[CH:13][CH:12]=3)[CH:20]=2)[N:26]=1. The yield is 0.650. (2) The reactants are Cl[C:2]1[CH:3]=[C:4]([NH:24][CH2:25][C:26]([OH:29])([CH3:28])[CH3:27])[C:5]2[N:6]([C:8]([C:11]3[CH:22]=[CH:21][C:14]([C:15]([NH:17][CH:18]4[CH2:20][CH2:19]4)=[O:16])=[C:13]([CH3:23])[CH:12]=3)=[CH:9][N:10]=2)[N:7]=1.[CH3:30][S-:31].[Na+].O. The catalyst is CS(C)=O. The product is [CH:18]1([NH:17][C:15](=[O:16])[C:14]2[CH:21]=[CH:22][C:11]([C:8]3[N:6]4[N:7]=[C:2]([S:31][CH3:30])[CH:3]=[C:4]([NH:24][CH2:25][C:26]([OH:29])([CH3:28])[CH3:27])[C:5]4=[N:10][CH:9]=3)=[CH:12][C:13]=2[CH3:23])[CH2:20][CH2:19]1. The yield is 0.550. (3) The reactants are [H-].[Na+].C1(S([N:12]2[C:20]3[C:15](=[CH:16][C:17]([NH:21][C:22]4[C:23]5[S:30][C:29]([C:31]6[CH:36]=[CH:35][CH:34]=[CH:33][CH:32]=6)=[CH:28][C:24]=5[N:25]=[CH:26][N:27]=4)=[CH:18][CH:19]=3)[CH:14]=[CH:13]2)(=O)=O)C=CC=CC=1.O[CH2:38][CH2:39][N:40]1[CH2:45][CH2:44][O:43][CH2:42][CH2:41]1. The catalyst is O1CCOCC1. The product is [N:40]1([CH2:39][CH2:38][N:12]2[C:20]3[C:15](=[CH:16][C:17]([NH:21][C:22]4[C:23]5[S:30][C:29]([C:31]6[CH:36]=[CH:35][CH:34]=[CH:33][CH:32]=6)=[CH:28][C:24]=5[N:25]=[CH:26][N:27]=4)=[CH:18][CH:19]=3)[CH:14]=[CH:13]2)[CH2:45][CH2:44][O:43][CH2:42][CH2:41]1. The yield is 0.160. (4) The reactants are [Cl:1][C:2]1[N:7]=[CH:6][NH:5][C:4](=[O:8])[CH:3]=1.[OH:9][C:10]([CH3:25])([CH3:24])[CH2:11][O:12][C:13]1[CH:18]=[CH:17][C:16](B(O)O)=[CH:15][C:14]=1[O:22][CH3:23].N1C=CC=CC=1.CO. The catalyst is C(Cl)Cl. The product is [Cl:1][C:2]1[N:7]=[CH:6][N:5]([C:16]2[CH:17]=[CH:18][C:13]([O:12][CH2:11][C:10]([OH:9])([CH3:25])[CH3:24])=[C:14]([O:22][CH3:23])[CH:15]=2)[C:4](=[O:8])[CH:3]=1. The yield is 0.460. (5) The reactants are [CH:1]1([C:7]2[CH:8]=[CH:9][C:10]3[O:14][C:13]([C:15]4[CH:22]=[CH:21][C:18]([CH:19]=O)=[CH:17][CH:16]=4)=[CH:12][C:11]=3[CH:23]=2)[CH2:6][CH2:5][CH2:4][CH2:3][CH2:2]1.C(O)(=O)C.[NH:28]1[CH2:33][CH2:32][CH:31]([C:34]([OH:36])=[O:35])[CH2:30][CH2:29]1.C([BH3-])#N.[Na+]. The catalyst is C(Cl)Cl.CO.CS(C)=O. The product is [CH:1]1([C:7]2[CH:8]=[CH:9][C:10]3[O:14][C:13]([C:15]4[CH:16]=[CH:17][C:18]([CH2:19][N:28]5[CH2:33][CH2:32][CH:31]([C:34]([OH:36])=[O:35])[CH2:30][CH2:29]5)=[CH:21][CH:22]=4)=[CH:12][C:11]=3[CH:23]=2)[CH2:2][CH2:3][CH2:4][CH2:5][CH2:6]1. The yield is 0.510. (6) The reactants are [C:1]([NH:11][CH2:12][CH2:13][C:14]([OH:16])=[O:15])([O:3][CH2:4][C:5]1[CH:10]=[CH:9][CH:8]=[CH:7][CH:6]=1)=[O:2].BrCC(O[C:22]([CH3:25])([CH3:24])[CH3:23])=[O:20].C([O-])([O-])=O.[K+].[K+]. The product is [C:14]([OH:16])(=[O:15])[CH2:13][OH:20].[C:22]([N:11]([C:1]([O:3][CH2:4][C:5]1[CH:10]=[CH:9][CH:8]=[CH:7][CH:6]=1)=[O:2])[CH2:12][CH2:13][C:14]([OH:16])=[O:15])([CH3:25])([CH3:24])[CH3:23]. The catalyst is CC(C)=O. The yield is 0.990.